This data is from Full USPTO retrosynthesis dataset with 1.9M reactions from patents (1976-2016). The task is: Predict the reactants needed to synthesize the given product. (1) Given the product [F:12][C:13]1[CH:18]=[CH:17][C:16]([F:19])=[CH:15][C:14]=1[C:2]1[N:7]=[C:6]([C:8]([OH:10])=[O:9])[CH:5]=[CH:4][C:3]=1[F:11], predict the reactants needed to synthesize it. The reactants are: Br[C:2]1[N:7]=[C:6]([C:8]([OH:10])=[O:9])[CH:5]=[CH:4][C:3]=1[F:11].[F:12][C:13]1[CH:18]=[CH:17][C:16]([F:19])=[CH:15][C:14]=1B(O)O. (2) Given the product [CH3:31][C:26]1[CH:27]=[CH:28][C:29]([O:1][CH2:2][CH2:3][C:4]2[CH:5]=[CH:6][C:7]([CH2:8][N:9]3[CH2:14][CH2:13][N:12]([C:15]([O:17][C:18]([CH3:20])([CH3:19])[CH3:21])=[O:16])[CH2:11][CH2:10]3)=[CH:22][CH:23]=2)=[CH:24][CH:25]=1, predict the reactants needed to synthesize it. The reactants are: [OH:1][CH2:2][CH2:3][C:4]1[CH:23]=[CH:22][C:7]([CH2:8][N:9]2[CH2:14][CH2:13][N:12]([C:15]([O:17][C:18]([CH3:21])([CH3:20])[CH3:19])=[O:16])[CH2:11][CH2:10]2)=[CH:6][CH:5]=1.[CH:24]1[C:29](O)=[CH:28][CH:27]=[C:26]([CH3:31])[CH:25]=1.C1(P(C2C=CC=CC=2)C2C=CC=CC=2)C=CC=CC=1.CCOC(/N=N/C(OCC)=O)=O. (3) Given the product [CH2:39]([O:46][C:47]1[CH:53]=[CH:52][C:50]([NH:51][C:28]([NH:4][C:3]2[CH:5]=[CH:6][C:7]([O:9][C:10]3[C:11]4[N:18]([CH3:19])[CH:17]=[CH:16][C:12]=4[N:13]=[CH:14][N:15]=3)=[CH:8][C:2]=2[F:1])=[O:30])=[CH:49][C:48]=1[C:54]([F:55])([F:56])[F:57])[C:40]1[CH:41]=[CH:42][CH:43]=[CH:44][CH:45]=1, predict the reactants needed to synthesize it. The reactants are: [F:1][C:2]1[CH:8]=[C:7]([O:9][C:10]2[C:11]3[N:18]([CH3:19])[CH:17]=[CH:16][C:12]=3[N:13]=[CH:14][N:15]=2)[CH:6]=[CH:5][C:3]=1[NH2:4].C(N(CC)CC)C.Cl[C:28](Cl)([O:30]C(=O)OC(Cl)(Cl)Cl)Cl.[CH2:39]([O:46][C:47]1[CH:53]=[CH:52][C:50]([NH2:51])=[CH:49][C:48]=1[C:54]([F:57])([F:56])[F:55])[C:40]1[CH:45]=[CH:44][CH:43]=[CH:42][CH:41]=1. (4) The reactants are: C[CH2:2][N:3](C(C)C)C(C)C.[CH2:10]([S:17]([NH:20][C:21]([CH:23]1[CH2:28][CH2:27][N:26]([C:29]2[N:34]=[C:33]([O:35][CH2:36][C:37]([OH:39])=O)[C:32]([C:40]([O:42][CH2:43][CH3:44])=[O:41])=[CH:31][C:30]=2[C:45]#[N:46])[CH2:25][CH2:24]1)=[O:22])(=[O:19])=[O:18])[C:11]1[CH:16]=[CH:15][CH:14]=[CH:13][CH:12]=1.CN(C(ON1N=NC2C=CC=CC1=2)=[N+](C)C)C.[B-](F)(F)(F)F.CN. Given the product [CH2:10]([S:17]([NH:20][C:21]([CH:23]1[CH2:28][CH2:27][N:26]([C:29]2[C:30]([C:45]#[N:46])=[CH:31][C:32]([C:40]([O:42][CH2:43][CH3:44])=[O:41])=[C:33]([O:35][CH2:36][C:37]([NH:3][CH3:2])=[O:39])[N:34]=2)[CH2:25][CH2:24]1)=[O:22])(=[O:19])=[O:18])[C:11]1[CH:12]=[CH:13][CH:14]=[CH:15][CH:16]=1, predict the reactants needed to synthesize it. (5) Given the product [CH3:16][C:9]1[C:8]([C:5]2[CH:6]=[CH:7][CH:2]=[CH:3][CH:4]=2)=[N+:13]([O-:25])[C:12]([C:14]#[N:15])=[CH:11][CH:10]=1, predict the reactants needed to synthesize it. The reactants are: F[C:2]1[CH:7]=[CH:6][C:5]([C:8]2[N:13]=[C:12]([C:14]#[N:15])[CH:11]=[CH:10][C:9]=2[CH3:16])=[CH:4][CH:3]=1.ClC1C=CC=C(C(OO)=[O:25])C=1.S([O-])([O-])(=O)=S.[Na+].[Na+].